Dataset: Reaction yield outcomes from USPTO patents with 853,638 reactions. Task: Predict the reaction yield, written as a fraction of the theoretical maximum amount of product (1.0 means a 100% yield; for example, 0.34 means a 34% yield). (1) The reactants are [F:1][C:2]1[C:3]([O:8][CH3:9])=[N:4][CH:5]=[CH:6][CH:7]=1.C([O-])(=O)C.[Na+].[Br:15]Br. The catalyst is CC(O)=O. The product is [Br:15][C:6]1[CH:7]=[C:2]([F:1])[C:3]([O:8][CH3:9])=[N:4][CH:5]=1. The yield is 0.610. (2) The reactants are [Cl:1][C:2]1[CH:7]=[C:6](Cl)[N:5]=[CH:4][N:3]=1.[CH3:9][C:10]1[CH:15]=[CH:14][C:13]([CH3:16])=[CH:12][C:11]=1B(O)O.C(=O)([O-])[O-].[Na+].[Na+]. The catalyst is C1C=CC(P(C2C=CC=CC=2)C2C=CC=CC=2)=CC=1.C1C=CC(P(C2C=CC=CC=2)C2C=CC=CC=2)=CC=1.Cl[Pd]Cl.O.C(#N)C. The product is [Cl:1][C:2]1[CH:7]=[C:6]([C:11]2[CH:12]=[C:13]([CH3:16])[CH:14]=[CH:15][C:10]=2[CH3:9])[N:5]=[CH:4][N:3]=1. The yield is 0.640. (3) The reactants are N[C:2]1[CH:3]=[C:4]([CH:7]=[C:8]([Br:10])[CH:9]=1)[C:5]#[N:6].[BH3-][C:12]#[N:13].[Na+].[CH3:15]COC(C)=O.C([O-])(O)=O.[Na+]. The catalyst is CC#N.C=O.O.C(O)(=O)C. The product is [Br:10][C:8]1[CH:7]=[C:4]([CH:3]=[C:2]([N:13]([CH3:12])[CH3:15])[CH:9]=1)[C:5]#[N:6]. The yield is 0.280. (4) The reactants are P(Cl)(Cl)(Cl)=O.[Br:6][C:7]1[CH:8]=[C:9]2[C:13](=[CH:14][C:15]=1[C:16]#[N:17])[NH:12][CH:11]=[CH:10]2.O.[OH-].[Na+].CN([CH:24]=[O:25])C. No catalyst specified. The product is [Br:6][C:7]1[CH:8]=[C:9]2[C:13](=[CH:14][C:15]=1[C:16]#[N:17])[NH:12][CH:11]=[C:10]2[CH:24]=[O:25]. The yield is 0.920. (5) The product is [NH2:15][C:11]1[CH:10]=[C:9]([C:3]([OH:8])([C:2]([F:1])([F:18])[F:19])[C:4]([F:5])([F:6])[F:7])[CH:14]=[CH:13][CH:12]=1. The reactants are [F:1][C:2]([F:19])([F:18])[C:3]([C:9]1[CH:14]=[CH:13][CH:12]=[C:11]([N+:15]([O-])=O)[CH:10]=1)([OH:8])[C:4]([F:7])([F:6])[F:5].C([O-])=O.[NH4+]. The catalyst is C(O)C.[Pd]. The yield is 0.670. (6) The reactants are [CH3:1][C:2]1[NH:10][C:5]2=[N:6][CH:7]=[CH:8][CH:9]=[C:4]2[C:3]=1[C:11]([O:13][CH3:14])=[O:12].[H-].[Na+].Br[CH:18]([C:20]1[CH:25]=[CH:24][CH:23]=[CH:22][CH:21]=1)[CH3:19].[Cl-].[NH4+]. The catalyst is CN(C)C=O. The product is [CH3:1][C:2]1[N:10]([CH:18]([C:20]2[CH:25]=[CH:24][CH:23]=[CH:22][CH:21]=2)[CH3:19])[C:5]2=[N:6][CH:7]=[CH:8][CH:9]=[C:4]2[C:3]=1[C:11]([O:13][CH3:14])=[O:12]. The yield is 0.317. (7) The reactants are [F:1][C:2]([F:17])([F:16])[C:3]1[CH:4]=[C:5]([C:12]([O:14]C)=[O:13])[CH:6]=[C:7]2[C:11]=1[NH:10][N:9]=[CH:8]2.[OH-].[Li+]. The catalyst is CO.O1CCCC1. The product is [F:17][C:2]([F:1])([F:16])[C:3]1[CH:4]=[C:5]([C:12]([OH:14])=[O:13])[CH:6]=[C:7]2[C:11]=1[NH:10][N:9]=[CH:8]2. The yield is 0.290. (8) The yield is 0.510. The product is [F:18][C:14]1[CH:13]=[C:12]2[C:17](/[C:9](=[C:4]3/[CH:3]=[C:2]([C:25]4[CH:26]=[CH:27][C:22]([CH:20]=[O:21])=[CH:23][CH:24]=4)[C:6]([CH3:8])([CH3:7])[O:5]/3)/[C:10](=[O:19])[NH:11]2)=[CH:16][CH:15]=1. The catalyst is C1COCC1. The reactants are Br[C:2]1[C:6]([CH3:8])([CH3:7])[O:5]/[C:4](=[C:9]2/[C:10](=[O:19])[NH:11][C:12]3[C:17]/2=[CH:16][CH:15]=[C:14]([F:18])[CH:13]=3)/[CH:3]=1.[CH:20]([C:22]1[CH:27]=[CH:26][C:25](B(O)O)=[CH:24][CH:23]=1)=[O:21].C(=O)([O-])[O-].[K+].[K+].C(OCC)(=O)C. (9) The reactants are S(C1C=CC(C)=CC=1)([O-])(=O)=O.[NH2:12][C@@H:13]([CH:25]([CH3:27])[CH3:26])[C:14]([O:16][C@H:17]([C:19]1[CH:24]=[CH:23][CH:22]=[CH:21][CH:20]=1)[CH3:18])=[O:15].[P:28](Cl)(Cl)(=[O:40])[O:29][C:30]1[C:39]2[C:34](=[CH:35][CH:36]=[CH:37][CH:38]=2)[CH:33]=[CH:32][CH:31]=1.C(Cl)[Cl:44]. No catalyst specified. The product is [C:19]1([C@@H:17]([O:16][C:14](=[O:15])[C@@H:13]([N:12]=[P:28]([O:29][C:30]2[C:39]3[C:34](=[CH:35][CH:36]=[CH:37][CH:38]=3)[CH:33]=[CH:32][C:31]=2[Cl:44])=[O:40])[CH:25]([CH3:27])[CH3:26])[CH3:18])[CH:24]=[CH:23][CH:22]=[CH:21][CH:20]=1. The yield is 0.960. (10) The reactants are [OH:1][C:2]1[CH:15]=[CH:14][C:5]2[C@H:6]([CH2:9][C:10]([O:12][CH3:13])=[O:11])[CH2:7][O:8][C:4]=2[CH:3]=1.[CH2:16]([C:18]1[CH:23]=[C:22]([O:24][CH2:25][CH2:26][CH2:27][S:28]([CH3:31])(=[O:30])=[O:29])[CH:21]=[C:20]([CH2:32][CH3:33])[C:19]=1[C:34]1[CH:39]=[CH:38][CH:37]=[C:36]([CH2:40]O)[CH:35]=1)[CH3:17].C(P(CCCC)CCCC)CCC.N(C(N1CCCCC1)=O)=NC(N1CCCCC1)=O. The catalyst is C1(C)C=CC=CC=1.CCCCCC. The product is [CH2:32]([C:20]1[CH:21]=[C:22]([O:24][CH2:25][CH2:26][CH2:27][S:28]([CH3:31])(=[O:30])=[O:29])[CH:23]=[C:18]([CH2:16][CH3:17])[C:19]=1[C:34]1[CH:39]=[CH:38][CH:37]=[C:36]([CH2:40][O:1][C:2]2[CH:15]=[CH:14][C:5]3[C@H:6]([CH2:9][C:10]([O:12][CH3:13])=[O:11])[CH2:7][O:8][C:4]=3[CH:3]=2)[CH:35]=1)[CH3:33]. The yield is 0.930.